This data is from Full USPTO retrosynthesis dataset with 1.9M reactions from patents (1976-2016). The task is: Predict the reactants needed to synthesize the given product. (1) Given the product [C:8]([NH:1][C@H:2]([C:5]([OH:7])=[O:6])[CH2:3][OH:4])([O:10][C:11]([CH3:14])([CH3:13])[CH3:12])=[O:9], predict the reactants needed to synthesize it. The reactants are: [NH2:1][C@H:2]([C:5]([OH:7])=[O:6])[CH2:3][OH:4].[C:8](O[C:8]([O:10][C:11]([CH3:14])([CH3:13])[CH3:12])=[O:9])([O:10][C:11]([CH3:14])([CH3:13])[CH3:12])=[O:9]. (2) Given the product [N:15]1([CH2:14][CH2:13][O:12][C:8]2[CH:7]=[C:6]([CH:11]=[CH:10][CH:9]=2)[C:5]([OH:21])=[O:4])[CH2:20][CH2:19][O:18][CH2:17][CH2:16]1, predict the reactants needed to synthesize it. The reactants are: [OH-].[Na+].C[O:4][C:5](=[O:21])[C:6]1[CH:11]=[CH:10][CH:9]=[C:8]([O:12][CH2:13][CH2:14][N:15]2[CH2:20][CH2:19][O:18][CH2:17][CH2:16]2)[CH:7]=1. (3) The reactants are: [NH2:1][C:2]1[CH:3]=[C:4]2[C:20](=[O:21])[NH:19][N:18]=[CH:17][C:6]3=[C:7]([C:11]4[CH:16]=[CH:15][CH:14]=[CH:13][CH:12]=4)[NH:8][C:9]([CH:10]=1)=[C:5]23.[CH3:22][C:23]([O:26][C:27]([NH:29][C@H:30]([CH2:34][C:35]1[CH:40]=[CH:39][C:38]([F:41])=[CH:37][CH:36]=1)[C:31](O)=[O:32])=[O:28])([CH3:25])[CH3:24].C(N(CC)CC)C.F[P-](F)(F)(F)(F)F.N1(OC(N(C)C)=[N+](C)C)C2N=CC=CC=2N=N1. Given the product [F:41][C:38]1[CH:39]=[CH:40][C:35]([CH2:34][C@@H:30]([NH:29][C:27](=[O:28])[O:26][C:23]([CH3:24])([CH3:22])[CH3:25])[C:31](=[O:32])[NH:1][C:2]2[CH:3]=[C:4]3[C:20](=[O:21])[NH:19][N:18]=[CH:17][C:6]4=[C:7]([C:11]5[CH:12]=[CH:13][CH:14]=[CH:15][CH:16]=5)[NH:8][C:9]([CH:10]=2)=[C:5]34)=[CH:36][CH:37]=1, predict the reactants needed to synthesize it.